This data is from Catalyst prediction with 721,799 reactions and 888 catalyst types from USPTO. The task is: Predict which catalyst facilitates the given reaction. (1) Reactant: [H-].[Al+3].[Li+].[H-].[H-].[H-].[CH3:7][N:8]([CH3:15])[CH2:9][CH2:10][CH2:11][CH2:12][C:13]#[N:14]. Product: [CH3:7][N:8]([CH3:15])[CH2:9][CH2:10][CH2:11][CH2:12][CH2:13][NH2:14]. The catalyst class is: 28. (2) Reactant: [ClH:1].[CH3:2][NH:3][C@@:4]12[C@@H:12]3[CH2:13][C@@H:9]([CH2:10][CH2:11]3)[C@:8]1([CH3:14])[CH2:7][CH2:6][CH2:5]2.[C:15](=O)([O-])[O-].[K+].[K+].IC. Product: [ClH:1].[CH3:2][N:3]([CH3:15])[C@@:4]12[C@@H:12]3[CH2:13][C@@H:9]([CH2:10][CH2:11]3)[C@:8]1([CH3:14])[CH2:7][CH2:6][CH2:5]2. The catalyst class is: 10. (3) Reactant: [Cl:1][C:2]1[CH:3]=[C:4]([C:8]2[O:12][N:11]=[C:10]([CH2:13][N:14]3[CH2:19][CH2:18][NH:17][C:16](=[O:20])[CH2:15]3)[N:9]=2)[CH:5]=[CH:6][CH:7]=1.[Li]CCCC.[CH2:26]([O:28][C:29](Cl)=[O:30])[CH3:27]. Product: [CH2:26]([O:28][C:29]([N:17]1[CH2:18][CH2:19][N:14]([CH2:13][C:10]2[N:9]=[C:8]([C:4]3[CH:5]=[CH:6][CH:7]=[C:2]([Cl:1])[CH:3]=3)[O:12][N:11]=2)[CH2:15][C:16]1=[O:20])=[O:30])[CH3:27]. The catalyst class is: 1. (4) Reactant: [CH3:1][C@H:2]1[CH2:7][CH2:6][CH2:5][NH:4][C@H:3]1[CH2:8][NH:9]C(=O)OC(C)(C)C.CCN(C(C)C)C(C)C.[CH3:26][C:27]1[CH:28]=[CH:29][C:30]([N:36]2[N:40]=[CH:39][CH:38]=[N:37]2)=[C:31]([CH:35]=1)[C:32](O)=[O:33].CN(C(ON1N=NC2C=CC=NC1=2)=[N+](C)C)C.F[P-](F)(F)(F)(F)F.C(=O)([O-])N.C(O)(C(F)(F)F)=O. Product: [NH2:9][CH2:8][C@H:3]1[C@@H:2]([CH3:1])[CH2:7][CH2:6][CH2:5][N:4]1[C:32]([C:31]1[CH:35]=[C:27]([CH3:26])[CH:28]=[CH:29][C:30]=1[N:36]1[N:40]=[CH:39][CH:38]=[N:37]1)=[O:33]. The catalyst class is: 85. (5) Reactant: [F:1][C:2]1[N:7]=[C:6]([C:8]([OH:10])=O)[CH:5]=[CH:4][CH:3]=1.CCN=C=NCCCN(C)C.Cl.[Cl:23][C:24]1[C:32]([C:33]#[N:34])=[CH:31][CH:30]=[C:29]2[C:25]=1[CH:26]=[C:27]([CH:40]([F:42])[F:41])[N:28]2[CH2:35][C:36]([NH:38][NH2:39])=O.S(Cl)(C1C=CC(C)=CC=1)(=O)=O. Product: [Cl:23][C:24]1[C:32]([C:33]#[N:34])=[CH:31][CH:30]=[C:29]2[C:25]=1[CH:26]=[C:27]([CH:40]([F:41])[F:42])[N:28]2[CH2:35][C:36]1[O:10][C:8]([C:6]2[CH:5]=[CH:4][CH:3]=[C:2]([F:1])[N:7]=2)=[N:39][N:38]=1. The catalyst class is: 23. (6) Reactant: C[O:2][C:3](=[O:22])[CH2:4][N:5]1[CH:13]=[N:12][C:11]2[C:6]1=[N:7][CH:8]=[N:9][C:10]=2[O:14][CH2:15][C:16]1[CH:21]=[CH:20][CH:19]=[CH:18][CH:17]=1.[OH-].[Na+].Cl. Product: [CH2:15]([O:14][C:10]1[N:9]=[CH:8][N:7]=[C:6]2[C:11]=1[N:12]=[CH:13][N:5]2[CH2:4][C:3]([OH:22])=[O:2])[C:16]1[CH:17]=[CH:18][CH:19]=[CH:20][CH:21]=1. The catalyst class is: 5.